From a dataset of Reaction yield outcomes from USPTO patents with 853,638 reactions. Predict the reaction yield, written as a fraction of the theoretical maximum amount of product (1.0 means a 100% yield; for example, 0.34 means a 34% yield). (1) The reactants are Cl[C:2]1[CH:7]=[C:6]([Cl:8])[N:5]=[CH:4][N:3]=1.[CH:9]1[C:18]2[CH:17]=[CH:16][CH:15]=[C:14]([NH2:19])[C:13]=2[CH:12]=[CH:11][N:10]=1.CC(C)([O-])C.[Na+]. The catalyst is CC1C=CC(C)=CC=1. The product is [Cl:8][C:6]1[N:5]=[CH:4][N:3]=[C:2]([NH:19][C:14]2[C:13]3[CH:12]=[CH:11][N:10]=[CH:9][C:18]=3[CH:17]=[CH:16][CH:15]=2)[CH:7]=1. The yield is 0.170. (2) The reactants are [Br:1][C:2]1[C:3]([N:21]2[CH2:26][CH2:25][CH2:24][C@@H:23]([NH:27]C(=O)OC(C)(C)C)[CH2:22]2)=[C:4]2[C:10]([NH:11][C:12]([C:14]3[CH:19]=[N:18][C:17]([CH3:20])=[CH:16][N:15]=3)=[O:13])=[CH:9][NH:8][C:5]2=[N:6][CH:7]=1.C(O)(C(F)(F)F)=O.C(Cl)[Cl:43]. No catalyst specified. The product is [ClH:43].[NH2:27][C@@H:23]1[CH2:24][CH2:25][CH2:26][N:21]([C:3]2[C:2]([Br:1])=[CH:7][N:6]=[C:5]3[NH:8][CH:9]=[C:10]([NH:11][C:12]([C:14]4[CH:19]=[N:18][C:17]([CH3:20])=[CH:16][N:15]=4)=[O:13])[C:4]=23)[CH2:22]1. The yield is 0.560. (3) The reactants are [CH2:1]([N:3]1[C:8]2[N:9]=[C:10]([S:14][CH3:15])[N:11]=[C:12]([CH3:13])[C:7]=2[CH:6]=[CH:5][C:4]1=[O:16])[CH3:2].[Br:17]Br. The catalyst is C(Cl)Cl. The product is [Br:17][C:5]1[C:4](=[O:16])[N:3]([CH2:1][CH3:2])[C:8]2[N:9]=[C:10]([S:14][CH3:15])[N:11]=[C:12]([CH3:13])[C:7]=2[CH:6]=1. The yield is 0.830. (4) The reactants are [Cl:1][C:2]1[CH:7]=[CH:6][CH:5]=[CH:4][C:3]=1B(O)O.Br[C:12]1[CH:13]=[C:14]([CH:18]([CH:25]2[CH2:27][CH2:26]2)[NH:19][S:20]([CH2:23][CH3:24])(=[O:22])=[O:21])[CH:15]=[N:16][CH:17]=1.C([O-])([O-])=O.[Na+].[Na+]. The product is [Cl:1][C:2]1[CH:7]=[CH:6][CH:5]=[CH:4][C:3]=1[C:12]1[CH:13]=[C:14]([CH:18]([CH:25]2[CH2:27][CH2:26]2)[NH:19][S:20]([CH2:23][CH3:24])(=[O:21])=[O:22])[CH:15]=[N:16][CH:17]=1. The yield is 0.230. The catalyst is CN(C=O)C.Cl[Pd](Cl)([P](C1C=CC=CC=1)(C1C=CC=CC=1)C1C=CC=CC=1)[P](C1C=CC=CC=1)(C1C=CC=CC=1)C1C=CC=CC=1. (5) The reactants are [Br:1][C:2]1[CH:23]=[CH:22][C:5]2[C:6]([CH:9]([C:15]3[CH:20]=[CH:19][C:18]([Cl:21])=[CH:17][CH:16]=3)[CH2:10][NH:11]CC=C)=[N:7][S:8][C:4]=2[CH:3]=1.CN1C(=O)CC(=O)N(C)C1=O.[CH3:47][C:46]([O:45][C:43](O[C:43]([O:45][C:46]([CH3:49])([CH3:48])[CH3:47])=[O:44])=[O:44])([CH3:49])[CH3:48].CCN(CC)CC. The catalyst is C1C=CC([P]([Pd]([P](C2C=CC=CC=2)(C2C=CC=CC=2)C2C=CC=CC=2)([P](C2C=CC=CC=2)(C2C=CC=CC=2)C2C=CC=CC=2)[P](C2C=CC=CC=2)(C2C=CC=CC=2)C2C=CC=CC=2)(C2C=CC=CC=2)C2C=CC=CC=2)=CC=1.C(Cl)Cl. The product is [Br:1][C:2]1[CH:23]=[CH:22][C:5]2[C:6]([CH:9]([C:15]3[CH:20]=[CH:19][C:18]([Cl:21])=[CH:17][CH:16]=3)[CH2:10][NH:11][C:43](=[O:44])[O:45][C:46]([CH3:47])([CH3:48])[CH3:49])=[N:7][S:8][C:4]=2[CH:3]=1. The yield is 0.770. (6) The reactants are [NH2:1][C:2]1[N:3]=[C:4]2[CH:9]=[CH:8][C:7]([O:10][C:11]3[CH:12]=[C:13]([NH:17][C:18](=[O:29])[C:19]4[CH:24]=[CH:23][CH:22]=[C:21]([C:25]([F:28])([F:27])[F:26])[CH:20]=4)[CH:14]=[CH:15][CH:16]=3)=[N:6][N:5]2[CH:30]=1.CC1(C)C2C=CC=C(P(C3C=CC=CC=3)C3C=CC=CC=3)C=2OC2C1=CC=CC=2P(C1C=CC=CC=1)C1C=CC=CC=1.CC(C)([O-])C.[Na+].Br[C:80]1[S:81][CH:82]=[CH:83][N:84]=1. The catalyst is C1C=CC(/C=C/C(/C=C/C2C=CC=CC=2)=O)=CC=1.C1C=CC(/C=C/C(/C=C/C2C=CC=CC=2)=O)=CC=1.C1C=CC(/C=C/C(/C=C/C2C=CC=CC=2)=O)=CC=1.[Pd].[Pd].C(OCC)(=O)C.CN(C)C(=O)C. The product is [S:81]1[CH:82]=[CH:83][N:84]=[C:80]1[NH:1][C:2]1[N:3]=[C:4]2[CH:9]=[CH:8][C:7]([O:10][C:11]3[CH:12]=[C:13]([NH:17][C:18](=[O:29])[C:19]4[CH:24]=[CH:23][CH:22]=[C:21]([C:25]([F:28])([F:27])[F:26])[CH:20]=4)[CH:14]=[CH:15][CH:16]=3)=[N:6][N:5]2[CH:30]=1. The yield is 0.0500. (7) The reactants are C[O:2][C:3](=O)[C:4]1[CH:9]=[C:8]([NH2:10])[C:7]([CH3:11])=[CH:6][C:5]=1[Cl:12].[BH4-].[Li+].Cl.[OH-].[Na+]. The catalyst is C1COCC1. The product is [NH2:10][C:8]1[C:7]([CH3:11])=[CH:6][C:5]([Cl:12])=[C:4]([CH2:3][OH:2])[CH:9]=1. The yield is 0.730.